From a dataset of Forward reaction prediction with 1.9M reactions from USPTO patents (1976-2016). Predict the product of the given reaction. (1) The product is: [CH2:9]([O:8][CH:1]([O:5][CH2:6][CH3:7])[CH2:11][C:12](=[O:13])[CH3:14])[CH3:10]. Given the reactants [CH:1]([O:8][CH2:9][CH3:10])([O:5][CH2:6][CH3:7])OCC.[CH3:11][C:12]([CH3:14])=[O:13].CCN(C(C)C)C(C)C.C([O-])(O)=O.[Na+], predict the reaction product. (2) Given the reactants [H-].[Na+].[CH2:3]([OH:10])[C:4]1[CH:9]=[CH:8][CH:7]=[CH:6][CH:5]=1.[O:11]1[C:13]2([CH2:22][CH2:21][C:16]3([O:20][CH2:19][CH2:18][O:17]3)[CH2:15][CH2:14]2)[CH2:12]1.CCOC(C)=O, predict the reaction product. The product is: [CH2:3]([O:10][CH2:12][C:13]1([OH:11])[CH2:22][CH2:21][C:16]2([O:17][CH2:18][CH2:19][O:20]2)[CH2:15][CH2:14]1)[C:4]1[CH:9]=[CH:8][CH:7]=[CH:6][CH:5]=1. (3) Given the reactants Br[C:2]1[CH:3]=[N:4][C:5]([N:8]2[C:16]3[C:11](=[CH:12][CH:13]=[C:14]([C:17]([N:19]4[CH2:24][CH2:23][O:22][CH2:21][CH2:20]4)=[O:18])[CH:15]=3)[C:10]([CH2:25][OH:26])=[CH:9]2)=[N:6][CH:7]=1.[CH2:27]([O:29][C:30]1[CH:31]=[CH:32][C:33]([F:39])=[C:34](B(O)O)[CH:35]=1)[CH3:28].[CH3:40]C(OI1(OC(C)=O)(OC(C)=O)OC(=O)C2C=CC=CC1=2)=O.C[Mg]Br, predict the reaction product. The product is: [CH2:27]([O:29][C:30]1[CH:31]=[CH:32][C:33]([F:39])=[C:34]([C:2]2[CH:3]=[N:4][C:5]([N:8]3[C:16]4[C:11](=[CH:12][CH:13]=[C:14]([C:17]([N:19]5[CH2:24][CH2:23][O:22][CH2:21][CH2:20]5)=[O:18])[CH:15]=4)[C:10]([CH:25]([OH:26])[CH3:40])=[CH:9]3)=[N:6][CH:7]=2)[CH:35]=1)[CH3:28].